Dataset: Forward reaction prediction with 1.9M reactions from USPTO patents (1976-2016). Task: Predict the product of the given reaction. (1) Given the reactants Br[C:2](C)([C:6]1[C:7](=[C:11](C)[CH:12]=[CH:13][CH:14]=1)[C:8]([O-])=[O:9])C([O-])=O.[OH:17][C:18]1[CH:25]=[CH:24][C:23]([O:26][CH3:27])=[CH:22][C:19]=1[C:20]#[N:21].C(N(CC)CC)C, predict the reaction product. The product is: [CH3:27][O:26][C:23]1[CH:22]=[C:19]2[C:18](=[CH:25][CH:24]=1)[O:17][C:2]1[C:6]3[CH:14]=[CH:13][CH:12]=[CH:11][C:7]=3[C:8](=[O:9])[NH:21][C:20]2=1. (2) Given the reactants Cl[C:2]1[CH:11]=[CH:10][N:9]=[C:8]2[C:3]=1[C:4]1[CH:16]=[CH:15][CH:14]=[CH:13][C:5]=1[C:6](=[O:12])[NH:7]2.[CH3:17][O:18][C:19]1[CH:20]=[C:21]([CH:23]=[CH:24][CH:25]=1)[NH2:22], predict the reaction product. The product is: [CH3:17][O:18][C:19]1[CH:20]=[C:21]([NH:22][C:2]2[CH:11]=[CH:10][N:9]=[C:8]3[C:3]=2[C:4]2[CH:16]=[CH:15][CH:14]=[CH:13][C:5]=2[C:6](=[O:12])[NH:7]3)[CH:23]=[CH:24][CH:25]=1. (3) Given the reactants [Br:1][C:2]1[C:6]([N+:7]([O-:9])=[O:8])=[C:5](Br)[N:4]([CH2:11][CH3:12])[N:3]=1.CCO.[NH2:16][CH2:17][CH:18]([OH:20])[CH3:19], predict the reaction product. The product is: [Br:1][C:2]1[C:6]([N+:7]([O-:9])=[O:8])=[C:5]([NH:16][CH2:17][CH:18]([OH:20])[CH3:19])[N:4]([CH2:11][CH3:12])[N:3]=1. (4) Given the reactants CC(C)([O-])C.[Na+].[C:7]([O:17][C:18]([CH3:21])([CH3:20])[CH3:19])(=[O:16])[CH2:8][C:9]([O:11][C:12]([CH3:15])([CH3:14])[CH3:13])=[O:10].[CH3:22][C@@H:23]1[CH2:27][C@H:26](OS(C)(=O)=O)[CH2:25][C@@H:24]1[C:33]([O:35][CH2:36][CH3:37])=[O:34], predict the reaction product. The product is: [CH2:36]([O:35][C:33]([C@@H:24]1[C@H:23]([CH3:22])[CH2:27][C@@H:26]([CH:8]([C:9]([O:11][C:12]([CH3:13])([CH3:14])[CH3:15])=[O:10])[C:7]([O:17][C:18]([CH3:21])([CH3:20])[CH3:19])=[O:16])[CH2:25]1)=[O:34])[CH3:37]. (5) Given the reactants [C:1]([C:3]1[CH:8]=[CH:7][C:6]([CH2:9][CH2:10][CH:11]([CH2:21][OH:22])[CH2:12][CH2:13][CH2:14][CH2:15][C:16]([O:18][CH2:19][CH3:20])=[O:17])=[CH:5][CH:4]=1)#[N:2].[Cr](Cl)([O-])(=O)=O.[NH+]1C=CC=CC=1, predict the reaction product. The product is: [C:1]([C:3]1[CH:4]=[CH:5][C:6]([CH2:9][CH2:10][CH:11]([CH:21]=[O:22])[CH2:12][CH2:13][CH2:14][CH2:15][C:16]([O:18][CH2:19][CH3:20])=[O:17])=[CH:7][CH:8]=1)#[N:2]. (6) Given the reactants [OH-].[Na+].[CH2:3]([N:5]([CH2:35][CH3:36])[CH2:6][CH2:7][O:8][C:9]1[CH:10]=[CH:11][C:12]([OH:34])=[C:13]([CH:33]=1)[C:14]([NH:16][C:17]1[CH:26]=[C:25]([C:27]2[CH:32]=[CH:31][CH:30]=[CH:29][CH:28]=2)[CH:24]=[CH:23][C:18]=1[C:19]([O:21]C)=[O:20])=[O:15])[CH3:4].CS(O)(=O)=O, predict the reaction product. The product is: [CH2:35]([N:5]([CH2:3][CH3:4])[CH2:6][CH2:7][O:8][C:9]1[CH:10]=[CH:11][C:12]([OH:34])=[C:13]([CH:33]=1)[C:14]([NH:16][C:17]1[CH:26]=[C:25]([C:27]2[CH:28]=[CH:29][CH:30]=[CH:31][CH:32]=2)[CH:24]=[CH:23][C:18]=1[C:19]([OH:21])=[O:20])=[O:15])[CH3:36]. (7) Given the reactants [OH-].[Li+].[CH2:3]([O:5][C:6]1[CH:11]=[C:10]([CH2:12][N:13]2[CH2:16][C:15]3([CH2:20][C:19]([N:21]4[CH2:26][CH2:25][C:24]([CH3:32])([C:27]([O:29]CC)=[O:28])[CH2:23][CH2:22]4)=[N:18][O:17]3)[CH:14]2[CH3:33])[CH:9]=[C:8]([O:34][CH2:35][CH3:36])[C:7]=1[C:37]1[CH:42]=[CH:41][C:40]([F:43])=[CH:39][CH:38]=1)[CH3:4].C1COCC1.CO, predict the reaction product. The product is: [CH2:3]([O:5][C:6]1[CH:11]=[C:10]([CH2:12][N:13]2[CH2:16][C:15]3([CH2:20][C:19]([N:21]4[CH2:26][CH2:25][C:24]([CH3:32])([C:27]([OH:29])=[O:28])[CH2:23][CH2:22]4)=[N:18][O:17]3)[CH:14]2[CH3:33])[CH:9]=[C:8]([O:34][CH2:35][CH3:36])[C:7]=1[C:37]1[CH:42]=[CH:41][C:40]([F:43])=[CH:39][CH:38]=1)[CH3:4].